Task: Predict which catalyst facilitates the given reaction.. Dataset: Catalyst prediction with 721,799 reactions and 888 catalyst types from USPTO Reactant: Cl[C:2]1[C:7]2=[CH:8][N:9]([CH2:11][C:12]3[CH:13]=[CH:14][C:15]4[N:16]([CH:18]=[C:19]([CH3:21])[N:20]=4)[CH:17]=3)[N:10]=[C:6]2[CH:5]=[C:4]([Cl:22])[N:3]=1.[NH2:23][CH2:24][C:25]1[C:26]([CH3:47])=[CH:27][C:28]([N:32]([C:40]([O:42][C:43]([CH3:46])([CH3:45])[CH3:44])=[O:41])[C:33](=[O:39])[O:34][C:35]([CH3:38])([CH3:37])[CH3:36])=[N:29][C:30]=1[CH3:31].C1(P(C2CCCCC2)C2C=CC=CC=2C2C(C(C)C)=CC(C(C)C)=CC=2C(C)C)CCCCC1.CC([O-])(C)C.[Na+]. The catalyst class is: 101. Product: [C:35]([O:34][C:33]([N:32]([C:28]1[CH:27]=[C:26]([CH3:47])[C:25]([CH2:24][NH:23][C:2]2[C:7]3=[CH:8][N:9]([CH2:11][C:12]4[CH:13]=[CH:14][C:15]5[N:16]([CH:18]=[C:19]([CH3:21])[N:20]=5)[CH:17]=4)[N:10]=[C:6]3[CH:5]=[C:4]([Cl:22])[N:3]=2)=[C:30]([CH3:31])[N:29]=1)[C:40](=[O:41])[O:42][C:43]([CH3:46])([CH3:45])[CH3:44])=[O:39])([CH3:36])([CH3:37])[CH3:38].